From a dataset of Full USPTO retrosynthesis dataset with 1.9M reactions from patents (1976-2016). Predict the reactants needed to synthesize the given product. The reactants are: [Cl:1][CH2:2][CH2:3][N:4]([CH2:12][CH2:13][Cl:14])[C:5]1[CH:10]=[CH:9][C:8]([NH2:11])=[CH:7][CH:6]=1.C(N(CC)CC)C.Cl[C:23](Cl)([O:25]C(=O)OC(Cl)(Cl)Cl)Cl. Given the product [Cl:1][CH2:2][CH2:3][N:4]([C:5]1[CH:10]=[CH:9][C:8]([N:11]=[C:23]=[O:25])=[CH:7][CH:6]=1)[CH2:12][CH2:13][Cl:14], predict the reactants needed to synthesize it.